Dataset: Full USPTO retrosynthesis dataset with 1.9M reactions from patents (1976-2016). Task: Predict the reactants needed to synthesize the given product. (1) Given the product [ClH:1].[NH2:33][C@H:24]([C:19]1[C:18]([C:13]2[CH:14]=[CH:15][C:16]([F:17])=[C:11]([CH:12]=2)[C:8]([NH2:9])=[O:10])=[CH:23][CH:22]=[CH:21][N:20]=1)[CH2:25][C:26]1[CH:31]=[CH:30][CH:29]=[C:28]([F:32])[CH:27]=1, predict the reactants needed to synthesize it. The reactants are: [ClH:1].O1CCOCC1.[C:8]([C:11]1[CH:12]=[C:13]([C:18]2[C:19]([C@@H:24]([NH:33]C(=O)OC(C)(C)C)[CH2:25][C:26]3[CH:31]=[CH:30][CH:29]=[C:28]([F:32])[CH:27]=3)=[N:20][CH:21]=[CH:22][CH:23]=2)[CH:14]=[CH:15][C:16]=1[F:17])(=[O:10])[NH2:9]. (2) Given the product [C:31]1([CH:2]([O:1][C:37](=[O:39])[CH3:38])[CH2:3][NH:4][C:5]([C:7]2[N:8]=[N:9][C:10]([N:13]3[CH2:18][CH2:17][N:16]([C:19](=[O:30])[C:20]4[CH:25]=[CH:24][CH:23]=[CH:22][C:21]=4[C:26]([F:28])([F:29])[F:27])[CH2:15][CH2:14]3)=[CH:11][CH:12]=2)=[O:6])[CH:32]=[CH:33][CH:34]=[CH:35][CH:36]=1, predict the reactants needed to synthesize it. The reactants are: [OH:1][CH:2]([C:31]1[CH:36]=[CH:35][CH:34]=[CH:33][CH:32]=1)[CH2:3][NH:4][C:5]([C:7]1[N:8]=[N:9][C:10]([N:13]2[CH2:18][CH2:17][N:16]([C:19](=[O:30])[C:20]3[CH:25]=[CH:24][CH:23]=[CH:22][C:21]=3[C:26]([F:29])([F:28])[F:27])[CH2:15][CH2:14]2)=[CH:11][CH:12]=1)=[O:6].[C:37](OC(=O)C)(=[O:39])[CH3:38]. (3) Given the product [N:15]1[CH:16]=[CH:17][CH:18]=[CH:19][C:14]=1[C:13]1[C:2]([CH:3]([NH:5][C:6](=[O:12])[O:7][C:8]([CH3:11])([CH3:10])[CH3:9])[CH3:4])=[N:25][C:26]2[C:31]([CH:32]=1)=[CH:30][CH:29]=[CH:28][N:27]=2, predict the reactants needed to synthesize it. The reactants are: O=[C:2]([CH2:13][C:14]1[CH:19]=[CH:18][CH:17]=[CH:16][N:15]=1)[CH:3]([NH:5][C:6](=[O:12])[O:7][C:8]([CH3:11])([CH3:10])[CH3:9])[CH3:4].CCO.[OH-].[K+].[NH2:25][C:26]1[C:31]([CH:32]=O)=[CH:30][CH:29]=[CH:28][N:27]=1.